This data is from Forward reaction prediction with 1.9M reactions from USPTO patents (1976-2016). The task is: Predict the product of the given reaction. (1) Given the reactants [Cl:1]/[C:2](/[C:12]([F:15])([F:14])[F:13])=[CH:3]\[CH:4]1[CH:6]([C:7](Cl)=[O:8])[C:5]1([CH3:11])[CH3:10].[OH:16][CH:17]([C:23]1[CH:28]=[CH:27][CH:26]=[C:25]([O:29][C:30]2[CH:35]=[CH:34][CH:33]=[CH:32][CH:31]=2)[CH:24]=1)[C:18]([O:20][CH2:21][CH3:22])=[O:19].N1C=CC=CC=1, predict the reaction product. The product is: [Cl:1]/[C:2](/[C:12]([F:15])([F:14])[F:13])=[CH:3]\[CH:4]1[CH:6]([C:7]([O:16][CH:17]([C:23]2[CH:28]=[CH:27][CH:26]=[C:25]([O:29][C:30]3[CH:35]=[CH:34][CH:33]=[CH:32][CH:31]=3)[CH:24]=2)[C:18]([O:20][CH2:21][CH3:22])=[O:19])=[O:8])[C:5]1([CH3:11])[CH3:10]. (2) The product is: [CH3:1][O:2][C:3]1[CH:30]=[C:29]([O:31][CH3:32])[CH:28]=[CH:27][C:4]=1[CH2:5][NH:6][C:7]([C:9]1([CH2:22][CH2:23][CH2:24][CH2:25][N:36]2[CH2:37][CH2:38][N:33]([C:39]3[CH:48]=[CH:47][C:46]4[C:41](=[CH:42][CH:43]=[CH:44][CH:45]=4)[N:40]=3)[CH2:34][CH2:35]2)[C:21]2[CH:20]=[CH:19][CH:18]=[CH:17][C:16]=2[C:15]2[C:10]1=[CH:11][CH:12]=[CH:13][CH:14]=2)=[O:8]. Given the reactants [CH3:1][O:2][C:3]1[CH:30]=[C:29]([O:31][CH3:32])[CH:28]=[CH:27][C:4]=1[CH2:5][NH:6][C:7]([C:9]1([CH2:22][CH2:23][CH2:24][CH2:25]Br)[C:21]2[CH:20]=[CH:19][CH:18]=[CH:17][C:16]=2[C:15]2[C:10]1=[CH:11][CH:12]=[CH:13][CH:14]=2)=[O:8].[N:33]1([C:39]2[CH:48]=[CH:47][C:46]3[C:41](=[CH:42][CH:43]=[CH:44][CH:45]=3)[N:40]=2)[CH2:38][CH2:37][NH:36][CH2:35][CH2:34]1, predict the reaction product. (3) Given the reactants [Br:1][C:2]1[CH:7]=[CH:6][CH:5]=[CH:4][C:3]=1[CH2:8][CH2:9][OH:10].N1C=CC=CC=1.[CH3:17][S:18](Cl)(=[O:20])=[O:19].C(=O)([O-])O.[Na+], predict the reaction product. The product is: [CH3:17][S:18]([O:10][CH2:9][CH2:8][C:3]1[CH:4]=[CH:5][CH:6]=[CH:7][C:2]=1[Br:1])(=[O:20])=[O:19].